Task: Predict which catalyst facilitates the given reaction.. Dataset: Catalyst prediction with 721,799 reactions and 888 catalyst types from USPTO Reactant: C([O:3][C:4](=[O:33])[CH2:5][CH2:6][CH2:7][CH2:8][CH2:9][O:10][CH2:11][CH2:12][O:13][CH2:14][CH2:15][O:16][CH2:17][CH2:18][O:19][CH2:20][CH2:21][O:22][CH2:23][CH2:24][O:25][CH2:26][CH2:27][O:28][CH2:29][CH2:30][O:31][CH3:32])C. Product: [CH3:32][O:31][CH2:30][CH2:29][O:28][CH2:27][CH2:26][O:25][CH2:24][CH2:23][O:22][CH2:21][CH2:20][O:19][CH2:18][CH2:17][O:16][CH2:15][CH2:14][O:13][CH2:12][CH2:11][O:10][CH2:9][CH2:8][CH2:7][CH2:6][CH2:5][C:4]([OH:33])=[O:3]. The catalyst class is: 74.